This data is from Full USPTO retrosynthesis dataset with 1.9M reactions from patents (1976-2016). The task is: Predict the reactants needed to synthesize the given product. (1) Given the product [Cl:23][C:19]1[CH:18]=[C:17]2[C:22]([C:14]([C:13]3[NH:1][C:2]4[C:3]([CH:12]=3)=[CH:4][C:5]([S:8]([NH2:11])(=[O:9])=[O:10])=[CH:6][CH:7]=4)=[N:15][NH:16]2)=[CH:21][CH:20]=1, predict the reactants needed to synthesize it. The reactants are: [NH2:1][C:2]1[CH:7]=[CH:6][C:5]([S:8]([NH2:11])(=[O:10])=[O:9])=[CH:4][C:3]=1[C:12]#[C:13][C:14]1[C:22]2[C:17](=[CH:18][C:19]([Cl:23])=[CH:20][CH:21]=2)[NH:16][N:15]=1. (2) Given the product [CH:11]1[CH:12]=[CH:13][C:14]2[C:15]3[C:20]([N:8]4[C:9]=2[C:10]=1[C:2]1[CH:7]=[CH:6][CH:5]=[CH:4][C:3]=14)=[CH:19][CH:18]=[CH:17][CH:16]=3, predict the reactants needed to synthesize it. The reactants are: Br[C:2]1[CH:7]=[CH:6][CH:5]=[CH:4][C:3]=1[N:8]1[C:20]2[CH:19]=[CH:18][CH:17]=[CH:16][C:15]=2[C:14]2[C:9]1=[CH:10][CH:11]=[CH:12][CH:13]=2.IC1C=CC=CC=1N1C2C=CC=CC=2C2C1=CC=CC=2.C1(P(C2C=CC=CC=2)C2C=CC=CC=2)C=CC=CC=1.C(=O)([O-])[O-].[K+].[K+]. (3) Given the product [NH2:30][C:10](=[O:11])[C:9]([NH:8][C:6](=[O:7])[O:5][C:1]([CH3:4])([CH3:3])[CH3:2])([CH3:14])[CH3:13], predict the reactants needed to synthesize it. The reactants are: [C:1]([O:5][C:6]([NH:8][C:9]([CH3:14])([CH3:13])[C:10](O)=[O:11])=[O:7])([CH3:4])([CH3:3])[CH3:2].C(OC(OC(C)(C)C)=O)(OC(C)(C)C)=O.[N:30]1C=CC=CC=1.N. (4) Given the product [OH:16][C:5]1[CH:6]=[C:7]([CH2:10][C:11]([O:13][CH2:14][CH3:15])=[O:12])[CH:8]=[CH:9][C:4]=1[CH:1]([CH3:3])[CH3:2], predict the reactants needed to synthesize it. The reactants are: [CH:1]([C:4]1[CH:9]=[CH:8][C:7]([CH2:10][C:11]([O:13][CH2:14][CH3:15])=[O:12])=[CH:6][C:5]=1[O:16]C)([CH3:3])[CH3:2].B(Br)(Br)Br. (5) The reactants are: [C:1]([N:5]=[C:6]=[O:7])([CH3:4])([CH3:3])[CH3:2].[Cl:8][C:9]1[CH:14]=[CH:13][C:12]([C:15]2[N:16]=[CH:17][N:18](COCC[Si](C)(C)C)[C:19]=2[C:20]2[CH:25]=[CH:24][C:23]([Cl:26])=[CH:22][CH:21]=2)=[CH:11][CH:10]=1. Given the product [C:1]([NH:5][C:6]([C:17]1[NH:18][C:19]([C:20]2[CH:25]=[CH:24][C:23]([Cl:26])=[CH:22][CH:21]=2)=[C:15]([C:12]2[CH:11]=[CH:10][C:9]([Cl:8])=[CH:14][CH:13]=2)[N:16]=1)=[O:7])([CH3:4])([CH3:3])[CH3:2], predict the reactants needed to synthesize it. (6) Given the product [CH2:6]([O:8][C:9]([C:11]1[C:15]([CH3:16])=[C:14]([CH:20]=[O:21])[NH:13][C:12]=1[CH3:17])=[O:10])[CH3:7], predict the reactants needed to synthesize it. The reactants are: P(Cl)(Cl)(Cl)=O.[CH2:6]([O:8][C:9]([C:11]1[C:15]([CH3:16])=[CH:14][NH:13][C:12]=1[CH3:17])=[O:10])[CH3:7].CN(C)[CH:20]=[O:21]. (7) Given the product [F:1][C:2]1[CH:15]=[C:14]([CH:13]=[CH:12][C:3]=1[O:4][CH2:5][C:6]1[CH:11]=[CH:10][CH:9]=[CH:8][N:7]=1)[CH2:16][C:17]1[CH:30]=[C:29]([C:31]2[C:32]([NH2:38])=[N:33][C:34]([NH2:37])=[CH:35][CH:36]=2)[O:20][N:18]=1, predict the reactants needed to synthesize it. The reactants are: [F:1][C:2]1[CH:15]=[C:14]([CH2:16][CH2:17][N+:18]([O-:20])=O)[CH:13]=[CH:12][C:3]=1[O:4][CH2:5][C:6]1[CH:11]=[CH:10][CH:9]=[CH:8][N:7]=1.C[O-].[Li+].C(=O)(O)[O-].[Na+].[C:29]([C:31]1[C:32]([NH2:38])=[N:33][C:34]([NH2:37])=[CH:35][CH:36]=1)#[CH:30].C(N(CC)CC)C. (8) Given the product [CH3:21][S:22][C:2]1[C:3]([C:12]([F:15])([F:14])[F:13])=[CH:4][C:5]([N+:9]([O-:11])=[O:10])=[C:6]([NH2:8])[CH:7]=1, predict the reactants needed to synthesize it. The reactants are: Cl[C:2]1[C:3]([C:12]([F:15])([F:14])[F:13])=[CH:4][C:5]([N+:9]([O-:11])=[O:10])=[C:6]([NH2:8])[CH:7]=1.CN(C=O)C.[CH3:21][S-:22].[Na+].O.